From a dataset of Full USPTO retrosynthesis dataset with 1.9M reactions from patents (1976-2016). Predict the reactants needed to synthesize the given product. (1) Given the product [Cl:1][C:2]1[CH:16]=[CH:15][C:5]([O:6][C:7]2[CH:14]=[CH:13][CH:12]=[CH:11][C:8]=2[CH2:9][NH:10][CH:25]2[CH2:26][CH2:27][N:22]([C:20](=[O:21])[CH2:19][CH:18]([CH3:17])[CH3:29])[CH2:23][CH2:24]2)=[CH:4][CH:3]=1, predict the reactants needed to synthesize it. The reactants are: [Cl:1][C:2]1[CH:16]=[CH:15][C:5]([O:6][C:7]2[CH:14]=[CH:13][CH:12]=[CH:11][C:8]=2[CH2:9][NH2:10])=[CH:4][CH:3]=1.[CH3:17][CH:18]([CH3:29])[CH2:19][C:20]([N:22]1[CH2:27][CH2:26][C:25](=O)[CH2:24][CH2:23]1)=[O:21].[BH-](OC(C)=O)(OC(C)=O)OC(C)=O.[Na+].C(O)(=O)C. (2) Given the product [CH3:1][O:2][C:3]1[CH:4]=[C:5]([C:12]2[CH:17]=[CH:16][C:15]([C:18]([F:19])([F:20])[F:21])=[CH:14][CH:13]=2)[CH:6]=[CH:7][C:8]=1[NH2:9], predict the reactants needed to synthesize it. The reactants are: [CH3:1][O:2][C:3]1[CH:4]=[C:5]([C:12]2[CH:17]=[CH:16][C:15]([C:18]([F:21])([F:20])[F:19])=[CH:14][CH:13]=2)[CH:6]=[CH:7][C:8]=1[N+:9]([O-])=O. (3) Given the product [Cl:24][C:21]1[CH:22]=[CH:23][C:18]([C@@H:8]2[C@@H:9]([OH:17])[C@@H:10]([OH:16])[C@H:11]([OH:12])[C@@H:6]([CH2:5][OH:4])[O:7]2)=[CH:19][C:20]=1[OH:25], predict the reactants needed to synthesize it. The reactants are: C([O:4][CH2:5][C@@H:6]1[C@@H:11]([O:12]C(=O)C)[C@H:10]([OH:16])[C@H:9]([OH:17])[C@@H:8]([C:18]2[CH:23]=[CH:22][C:21]([Cl:24])=[C:20]([OH:25])[CH:19]=2)[O:7]1)(=O)C.CO[Na]. (4) Given the product [CH:18]([N:7]1[C:6](=[O:17])[C:5]2=[N:4][O:3][C:2]([CH3:1])=[C:10]2[C:9]([C:11]2[CH:16]=[CH:15][CH:14]=[CH:13][CH:12]=2)=[N:8]1)([CH3:23])[CH3:19], predict the reactants needed to synthesize it. The reactants are: [CH3:1][C:2]1[O:3][N:4]=[C:5]2[C:10]=1[C:9]([C:11]1[CH:16]=[CH:15][CH:14]=[CH:13][CH:12]=1)=[N:8][NH:7][C:6]2=[O:17].[C:18]1(P(C2C=CC=CC=2)C2C=CC=CC=2)[CH:23]=CC=C[CH:19]=1.C(O)(C)C. (5) The reactants are: [Br:1][C:2]1[CH:3]=[C:4]([CH:8]=[CH:9][N:10]=1)[C:5]([OH:7])=O.CN(C(ON1N=NC2C=CC=NC1=2)=[N+](C)C)C.F[P-](F)(F)(F)(F)F.C(N(C(C)C)C(C)C)C.[CH3:44][O:45][C:46]1[C:51]2[N:52]=[C:53]([NH2:55])[O:54][C:50]=2[C:49]([CH:56]2[CH2:61][CH2:60][O:59][CH2:58][CH2:57]2)=[CH:48][CH:47]=1. Given the product [Br:1][C:2]1[CH:3]=[C:4]([CH:8]=[CH:9][N:10]=1)[C:5]([NH:55][C:53]1[O:54][C:50]2[C:49]([CH:56]3[CH2:57][CH2:58][O:59][CH2:60][CH2:61]3)=[CH:48][CH:47]=[C:46]([O:45][CH3:44])[C:51]=2[N:52]=1)=[O:7], predict the reactants needed to synthesize it. (6) The reactants are: [ClH:1].[F:2][C:3]1[CH:4]=[C:5]([C:10]2[C:18]3[C:13](=[CH:14][C:15]([O:19][CH2:20][CH2:21][N:22]4[CH2:27][CH2:26][S:25](=[O:29])(=[O:28])[CH2:24][CH2:23]4)=[CH:16][CH:17]=3)[C:12](=[O:30])[C:11]=2C2C=NC3C(C=2)=CC=CC=3)[CH:6]=[C:7]([F:9])[CH:8]=1.O1CCN(CCOC2C=C3C(C(C4C=CC=CC=4)=C(Br)C3=O)=CC=2)CC1.[F:67][C:68]1[CH:69]=[C:70](B(O)O)[CH:71]=[CH:72][C:73]=1[O:74][CH3:75]. Given the product [ClH:1].[F:67][C:68]1[CH:69]=[C:70]([C:11]2[C:12](=[O:30])[C:13]3[C:18]([C:10]=2[C:5]2[CH:4]=[C:3]([F:2])[CH:8]=[C:7]([F:9])[CH:6]=2)=[CH:17][CH:16]=[C:15]([O:19][CH2:20][CH2:21][N:22]2[CH2:27][CH2:26][S:25](=[O:29])(=[O:28])[CH2:24][CH2:23]2)[CH:14]=3)[CH:71]=[CH:72][C:73]=1[O:74][CH3:75], predict the reactants needed to synthesize it.